From a dataset of Reaction yield outcomes from USPTO patents with 853,638 reactions. Predict the reaction yield, written as a fraction of the theoretical maximum amount of product (1.0 means a 100% yield; for example, 0.34 means a 34% yield). (1) The reactants are [Cl:1][C:2]1[N:7]=[C:6]([F:8])[C:5]([OH:9])=[CH:4][CH:3]=1.[C:10]([O-:13])([O-])=O.[K+].[K+].[CH3:16]C(C)=O. No catalyst specified. The product is [Cl:1][C:2]1[N:7]=[C:6]([F:8])[C:5]([O:9][CH2:16][O:13][CH3:10])=[CH:4][CH:3]=1. The yield is 0.800. (2) The reactants are [CH2:1]([CH:4]1[CH:8]([O:9][C:10]2[CH:19]=[N:18][C:17]3[C:12](=[CH:13][CH:14]=[CH:15][CH:16]=3)[N:11]=2)[CH2:7][N:6]([C:20]2[C:29]3[C:24](=[CH:25][C:26]([O:32][CH3:33])=[C:27]([O:30][CH3:31])[CH:28]=3)[N:23]=[CH:22][N:21]=2)[CH2:5]1)[CH:2]=[CH2:3].C([O-])=O.[NH4+].Cl. The catalyst is [Pd].C(O)C. The product is [CH3:31][O:30][C:27]1[CH:28]=[C:29]2[C:24](=[CH:25][C:26]=1[O:32][CH3:33])[N:23]=[CH:22][N:21]=[C:20]2[N:6]1[CH2:7][CH:8]([O:9][C:10]2[CH:19]=[N:18][C:17]3[C:12](=[CH:13][CH:14]=[CH:15][CH:16]=3)[N:11]=2)[CH:4]([CH2:1][CH2:2][CH3:3])[CH2:5]1. The yield is 0.790. (3) The reactants are [Br:1][C:2]1[CH:7]=[CH:6][C:5]([C:8]2[NH:12][CH:11]=[N:10][N:9]=2)=[CH:4][C:3]=1[CH3:13].[O:14]1[CH:19]=[CH:18][CH2:17][CH2:16][CH2:15]1. The catalyst is O1CCCC1.C(OCC)(=O)C.CS(O)(=O)=O. The product is [Br:1][C:2]1[CH:7]=[CH:6][C:5]([C:8]2[N:12]([CH:15]3[CH2:16][CH2:17][CH2:18][CH2:19][O:14]3)[CH:11]=[N:10][N:9]=2)=[CH:4][C:3]=1[CH3:13]. The yield is 0.980. (4) The reactants are [O:1]=[C:2]1[CH2:22][CH2:21][C:5]2([CH2:10][CH2:9][N:8]([C:11]([O:13][CH2:14][C:15]3[CH:20]=[CH:19][CH:18]=[CH:17][CH:16]=3)=[O:12])[CH2:7][CH2:6]2)[CH:4]=[CH:3]1.[CH3:23][N:24]([CH:26](N(C)C)N(C)C)[CH3:25]. The catalyst is C1(C)C=CC=CC=1. The product is [CH3:23][N:24]([CH:26]=[C:22]1[CH2:21][C:5]2([CH2:10][CH2:9][N:8]([C:11]([O:13][CH2:14][C:15]3[CH:16]=[CH:17][CH:18]=[CH:19][CH:20]=3)=[O:12])[CH2:7][CH2:6]2)[CH:4]=[CH:3][C:2]1=[O:1])[CH3:25]. The yield is 1.00. (5) The reactants are C([O:8][C:9]1[CH:14]=[CH:13][CH:12]=[CH:11][C:10]=1[NH:15][C:16](=[O:24])[C:17]1[CH:22]=[CH:21][N:20]=[CH:19][C:18]=1[F:23])C1C=CC=CC=1. The catalyst is Br.C(O)(=O)C.O.C(=O)(O)[O-].[Na+]. The product is [F:23][C:18]1[CH:19]=[N:20][CH:21]=[CH:22][C:17]=1[C:16]([NH:15][C:10]1[CH:11]=[CH:12][CH:13]=[CH:14][C:9]=1[OH:8])=[O:24]. The yield is 0.840. (6) The yield is 0.450. The catalyst is C1COCC1.C(Cl)Cl. The reactants are [F:1][C:2]1[C:7]2[NH:8][CH:9]=[N:10][C:6]=2[CH:5]=[C:4]([C:11]([OH:13])=O)[C:3]=1[NH:14][C:15]1[CH:20]=[CH:19][C:18]([Br:21])=[CH:17][C:16]=1[CH3:22].CCN(C(C)C)C(C)C.C1CN([P+](ON2N=NC3C=[CH:53][CH:54]=[CH:55][C:50]2=3)(N2CCCC2)N2CCCC2)CC1.F[P-](F)(F)(F)(F)F.Cl.C1([N:69](C)[OH:70])CC1. The product is [CH:54]1([CH2:53][O:70][NH:69][C:11]([C:4]2[C:3]([NH:14][C:15]3[CH:20]=[CH:19][C:18]([Br:21])=[CH:17][C:16]=3[CH3:22])=[C:2]([F:1])[C:7]3[NH:8][CH:9]=[N:10][C:6]=3[CH:5]=2)=[O:13])[CH2:55][CH2:50]1. (7) The reactants are [N:1]1([CH2:7][C:8]2[CH:13]=[CH:12][C:11]([CH:14]3[CH2:19][CH2:18][N:17]([C:20]4[CH:28]=[CH:27][C:23]([C:24](O)=[O:25])=[CH:22][CH:21]=4)[CH2:16][CH2:15]3)=[CH:10][CH:9]=2)[CH2:6][CH2:5][O:4][CH2:3][CH2:2]1.CN(C(ON1N=NC2C=CC=NC1=2)=[N+](C)C)C.F[P-](F)(F)(F)(F)F.CCN(C(C)C)C(C)C.[NH2:62][C@H:63]([C:67]([O:69][CH3:70])=[O:68])[C@@H:64]([CH3:66])[OH:65].Cl. The catalyst is CN(C=O)C.CCOC(C)=O. The product is [CH3:70][O:69][C:67](=[O:68])[C@@H:63]([NH:62][C:24](=[O:25])[C:23]1[CH:27]=[CH:28][C:20]([N:17]2[CH2:16][CH2:15][CH:14]([C:11]3[CH:12]=[CH:13][C:8]([CH2:7][N:1]4[CH2:2][CH2:3][O:4][CH2:5][CH2:6]4)=[CH:9][CH:10]=3)[CH2:19][CH2:18]2)=[CH:21][CH:22]=1)[C@H:64]([OH:65])[CH3:66]. The yield is 0.990. (8) The catalyst is CN(C=O)C.CN(C1C=CN=CC=1)C.O. The yield is 0.630. The product is [Cl:1][C:2]1[CH:24]=[CH:23][C:5]([CH2:6][NH:7][C:8]([C:10]2[C:11](=[O:22])[C:12]3[CH:19]=[C:18]([CH2:20][N:40]([CH2:41][CH:42]([OH:49])[C:43]4[CH:48]=[CH:47][CH:46]=[CH:45][CH:44]=4)[CH3:39])[S:17][C:13]=3[N:14]([CH3:16])[CH:15]=2)=[O:9])=[CH:4][CH:3]=1. The reactants are [Cl:1][C:2]1[CH:24]=[CH:23][C:5]([CH2:6][NH:7][C:8]([C:10]2[C:11](=[O:22])[C:12]3[CH:19]=[C:18]([CH2:20]O)[S:17][C:13]=3[N:14]([CH3:16])[CH:15]=2)=[O:9])=[CH:4][CH:3]=1.N1C(C)=CC(C)=CC=1C.CS(Cl)(=O)=O.[CH3:39][NH:40][CH2:41][CH:42]([OH:49])[C:43]1[CH:48]=[CH:47][CH:46]=[CH:45][CH:44]=1.